From a dataset of Forward reaction prediction with 1.9M reactions from USPTO patents (1976-2016). Predict the product of the given reaction. (1) Given the reactants [Br:1]Br.[Cl:3][C:4]1[S:8][C:7]([C:9](=[O:17])[CH2:10][C:11]2[CH:16]=[CH:15][N:14]=[CH:13][CH:12]=2)=[CH:6][CH:5]=1, predict the reaction product. The product is: [Br:1][CH:10]([C:11]1[CH:16]=[CH:15][N:14]=[CH:13][CH:12]=1)[C:9]([C:7]1[S:8][C:4]([Cl:3])=[CH:5][CH:6]=1)=[O:17]. (2) Given the reactants [Cl:1][C:2]1[C:11]2[C:6](=[CH:7][C:8]([O:12]C)=[CH:9][CH:10]=2)[CH:5]=[CH:4][N:3]=1.B(Br)(Br)Br.CO, predict the reaction product. The product is: [Cl:1][C:2]1[C:11]2[C:6](=[CH:7][C:8]([OH:12])=[CH:9][CH:10]=2)[CH:5]=[CH:4][N:3]=1. (3) Given the reactants [N+:1]([C:4]1[CH:9]=[CH:8][C:7]([N:10]2[CH2:15][CH2:14][N:13](C(OC(C)(C)C)=O)[CH2:12][C:11]2=[O:23])=[CH:6][CH:5]=1)([O-:3])=[O:2], predict the reaction product. The product is: [N+:1]([C:4]1[CH:5]=[CH:6][C:7]([N:10]2[CH2:15][CH2:14][NH:13][CH2:12][C:11]2=[O:23])=[CH:8][CH:9]=1)([O-:3])=[O:2]. (4) Given the reactants [C:1]1([C:7]2[NH:18][C:10]3=[N:11][CH:12]=[C:13]([C:15]([OH:17])=O)[CH:14]=[C:9]3[CH:8]=2)[CH:6]=[CH:5][CH:4]=[CH:3][CH:2]=1.F[P-](F)(F)(F)(F)F.[N:26]1(O[P+](N(C)C)(N(C)C)N(C)C)[C:30]2[CH:31]=[CH:32][CH:33]=[CH:34][C:29]=2N=N1.[CH:46]1([NH2:49])[CH2:48][CH2:47]1.CN(C)[CH:52]=[O:53], predict the reaction product. The product is: [CH:46]1([NH:49][C:52]([C:32]2[CH:31]=[C:30]([NH:26][C:15]([C:13]3[CH:14]=[C:9]4[CH:8]=[C:7]([C:1]5[CH:2]=[CH:3][CH:4]=[CH:5][CH:6]=5)[NH:18][C:10]4=[N:11][CH:12]=3)=[O:17])[CH:29]=[CH:34][CH:33]=2)=[O:53])[CH2:48][CH2:47]1. (5) Given the reactants C([O:8][C:9]1[CH:18]=[CH:17][CH:16]=[C:15]2[C:10]=1[CH2:11][CH2:12][CH2:13][C@@H:14]2[C:19]([N:21]([C:30]1[CH:31]=[N:32][C:33]([CH:36]([CH3:38])[CH3:37])=[CH:34][CH:35]=1)[CH2:22][C:23]1[CH:24]=[N:25][N:26]([CH:28]=[CH2:29])[CH:27]=1)=[O:20])C1C=CC=CC=1, predict the reaction product. The product is: [CH2:28]([N:26]1[CH:27]=[C:23]([CH2:22][N:21]([C:30]2[CH:31]=[N:32][C:33]([CH:36]([CH3:37])[CH3:38])=[CH:34][CH:35]=2)[C:19]([C@@H:14]2[C:15]3[C:10](=[C:9]([OH:8])[CH:18]=[CH:17][CH:16]=3)[CH2:11][CH2:12][CH2:13]2)=[O:20])[CH:24]=[N:25]1)[CH3:29]. (6) Given the reactants [O:1]1[CH:5]=[CH:4][C:3]([C:6]2[CH:17]=[C:16]([CH3:18])[CH:15]=[C:14]([CH3:19])[C:7]=2[O:8][CH2:9][C:10](OC)=[O:11])=[CH:2]1.O.[NH2:21][NH2:22], predict the reaction product. The product is: [O:1]1[CH:5]=[CH:4][C:3]([C:6]2[CH:17]=[C:16]([CH3:18])[CH:15]=[C:14]([CH3:19])[C:7]=2[O:8][CH2:9][C:10]([NH:21][NH2:22])=[O:11])=[CH:2]1.